Dataset: Forward reaction prediction with 1.9M reactions from USPTO patents (1976-2016). Task: Predict the product of the given reaction. (1) Given the reactants Cl[C:2]1[N:7]=[C:6]([NH:8][C:9]2[CH:13]=[C:12]([N:14]([CH3:16])[CH3:15])[NH:11][N:10]=2)[C:5]([F:17])=[CH:4][N:3]=1.ClC1C(NC2C=C(OC)NN=2)=NC([NH:25][C@H:26]([C:28]2[N:33]=[CH:32][C:31]([F:34])=[CH:30][N:29]=2)[CH3:27])=NC=1.CCN(C(C)C)C(C)C, predict the reaction product. The product is: [CH3:15][N:14]([CH3:16])[C:12]1[NH:11][N:10]=[C:9]([NH:8][C:6]2[C:5]([F:17])=[CH:4][N:3]=[C:2]([NH:25][C@H:26]([C:28]3[N:33]=[CH:32][C:31]([F:34])=[CH:30][N:29]=3)[CH3:27])[N:7]=2)[CH:13]=1. (2) The product is: [O:1]1[CH:2]=[CH:3][CH:4]=[CH:5][CH:6]1[O:9][CH2:8][CH2:7][OH:10]. Given the reactants [O:1]1[CH:6]=[CH:5][CH2:4][CH2:3][CH2:2]1.[CH2:7]([OH:10])[CH2:8][OH:9].C1(C)C=CC(S(O)(=O)=O)=CC=1.ClCCl, predict the reaction product.